From a dataset of Forward reaction prediction with 1.9M reactions from USPTO patents (1976-2016). Predict the product of the given reaction. (1) Given the reactants [CH2:1]([O:3][C:4]([N:6]1[C:15]2[C:10](=[CH:11][C:12]([C:16]([F:19])([F:18])[F:17])=[CH:13][CH:14]=2)[N:9]([CH2:20][C:21]2[CH:26]=[C:25]([C:27]([F:30])([F:29])[F:28])[CH:24]=[C:23]([C:31]([F:34])([F:33])[F:32])[CH:22]=2)[CH2:8][CH:7]1[CH2:35][CH3:36])=[O:5])[CH3:2].C1C[O:40][CH2:39][CH2:38]1.[Li]C(CC)C.C(Cl)(=O)C, predict the reaction product. The product is: [CH2:1]([O:3][C:4]([N:6]1[C:15]2[C:10](=[CH:11][C:12]([C:16]([F:17])([F:18])[F:19])=[CH:13][CH:14]=2)[N:9]([CH:20]([C:21]2[CH:26]=[C:25]([C:27]([F:28])([F:29])[F:30])[CH:24]=[C:23]([C:31]([F:34])([F:33])[F:32])[CH:22]=2)[C:39](=[O:40])[CH3:38])[CH2:8][CH:7]1[CH2:35][CH3:36])=[O:5])[CH3:2]. (2) Given the reactants [Br-:1].[Mg+2].[Br-].S(O[CH2:9][CH2:10][CH:11]([CH2:13][CH2:14][CH2:15][CH:16]([CH2:18][CH2:19][CH2:20][CH:21]([CH2:23][CH2:24][CH2:25][CH:26]([CH3:28])[CH3:27])[CH3:22])[CH3:17])[CH3:12])(=O)(=O)C.O, predict the reaction product. The product is: [CH2:9]([Br:1])[CH2:10][CH:11]([CH2:13][CH2:14][CH2:15][CH:16]([CH2:18][CH2:19][CH2:20][CH:21]([CH2:23][CH2:24][CH2:25][CH:26]([CH3:28])[CH3:27])[CH3:22])[CH3:17])[CH3:12]. (3) Given the reactants [Cl:1][C:2]1[N:9]=[CH:8][C:7]([C:10]2[CH:15]=[CH:14][CH:13]=[CH:12][CH:11]=2)=[CH:6][C:3]=1[CH:4]=[O:5].C1N2CCN(CC2)C1.[C:24](#[N:27])[CH:25]=[CH2:26], predict the reaction product. The product is: [Cl:1][C:2]1[C:3]([CH:4]([OH:5])[C:25](=[CH2:26])[C:24]#[N:27])=[CH:6][C:7]([C:10]2[CH:11]=[CH:12][CH:13]=[CH:14][CH:15]=2)=[CH:8][N:9]=1. (4) Given the reactants Br[C:2]1[CH:3]=[C:4]([O:10][C:11]2[C:12]([CH3:17])=[N:13][CH:14]=[CH:15][CH:16]=2)[C:5]([C:8]#[N:9])=[N:6][CH:7]=1.[NH:18]1[CH:23]=[CH:22][CH:21]=[CH:20][C:19]1=[S:24].[H-].[Na+].O, predict the reaction product. The product is: [CH3:17][C:12]1[C:11]([O:10][C:4]2[C:5]([C:8]#[N:9])=[N:6][CH:7]=[C:2]([S:24][C:19]3[CH:20]=[CH:21][CH:22]=[CH:23][N:18]=3)[CH:3]=2)=[CH:16][CH:15]=[CH:14][N:13]=1. (5) Given the reactants C[O:2][C:3](=[O:44])[CH:4]([N:19]([CH2:37][C:38]1[CH:43]=[CH:42][CH:41]=[CH:40][CH:39]=1)[S:20]([C:23]1[CH:28]=[CH:27][C:26]([C:29]2[CH:34]=[CH:33][C:32]([O:35][CH3:36])=[CH:31][CH:30]=2)=[CH:25][CH:24]=1)(=[O:22])=[O:21])[CH:5]1[CH2:10][CH2:9][N:8]([C:11]([N:13]2[CH2:18][CH2:17][O:16][CH2:15][CH2:14]2)=[O:12])[CH2:7][CH2:6]1.COC(=O)C(NS(C1C=CC(C2C=CC(OC)=CC=2)=CC=1)(=O)=O)C1CCN(C(N2CCOCC2)=O)CC1.C(=O)([O-])[O-].[Cs+].[Cs+].C(Br)C1C=CC=CC=1, predict the reaction product. The product is: [CH2:37]([N:19]([CH:4]([CH:5]1[CH2:6][CH2:7][N:8]([C:11]([N:13]2[CH2:14][CH2:15][O:16][CH2:17][CH2:18]2)=[O:12])[CH2:9][CH2:10]1)[C:3]([OH:44])=[O:2])[S:20]([C:23]1[CH:24]=[CH:25][C:26]([C:29]2[CH:30]=[CH:31][C:32]([O:35][CH3:36])=[CH:33][CH:34]=2)=[CH:27][CH:28]=1)(=[O:22])=[O:21])[C:38]1[CH:39]=[CH:40][CH:41]=[CH:42][CH:43]=1. (6) The product is: [NH2:1][C:2]1[N:23]=[CH:22][C:21]([NH2:24])=[CH:20][C:3]=1[C:4]([NH:6][CH2:7][C:8]1[S:9][C:10]([O:13][C:14]2[CH:19]=[CH:18][CH:17]=[CH:16][CH:15]=2)=[CH:11][CH:12]=1)=[O:5]. Given the reactants [NH2:1][C:2]1[N:23]=[CH:22][C:21]([N+:24]([O-])=O)=[CH:20][C:3]=1[C:4]([NH:6][CH2:7][C:8]1[S:9][C:10]([O:13][C:14]2[CH:19]=[CH:18][CH:17]=[CH:16][CH:15]=2)=[CH:11][CH:12]=1)=[O:5].[Cl-].[NH4+].C(O)C, predict the reaction product. (7) The product is: [F:40][C:2]([F:1])([F:39])[C:3]1[CH:8]=[CH:7][CH:6]=[CH:5][C:4]=1[NH:9][C:10]1[CH:11]=[CH:12][C:13]([CH2:14][NH:15][C:16]([C:18]2([NH2:22])[CH2:21][O:20][CH2:19]2)=[O:17])=[CH:37][CH:38]=1. Given the reactants [F:1][C:2]([F:40])([F:39])[C:3]1[CH:8]=[CH:7][CH:6]=[CH:5][C:4]=1[NH:9][C:10]1[CH:38]=[CH:37][C:13]([CH2:14][NH:15][C:16]([C:18]2([N:22](CC3C=CC=CC=3)CC3C=CC=CC=3)[CH2:21][O:20][CH2:19]2)=[O:17])=[CH:12][CH:11]=1.[H][H], predict the reaction product. (8) Given the reactants C(OC(=O)[NH:7][C@H:8]([C:11]1[CH:16]=[CH:15][CH:14]=[C:13]([CH2:17][N:18]2[CH2:23][CH2:22][O:21][CH2:20][CH2:19]2)[CH:12]=1)[CH2:9][OH:10])(C)(C)C.[ClH:25], predict the reaction product. The product is: [ClH:25].[NH2:7][C@H:8]([C:11]1[CH:16]=[CH:15][CH:14]=[C:13]([CH2:17][N:18]2[CH2:23][CH2:22][O:21][CH2:20][CH2:19]2)[CH:12]=1)[CH2:9][OH:10]. (9) Given the reactants [CH2:1]([C:5]1[N:9]2[CH:10]=[CH:11][CH:12]=[CH:13][C:8]2=[C:7]([C:14](=[O:19])C(F)(F)F)[N:6]=1)[CH2:2][CH2:3][CH3:4].[OH-:20].[K+], predict the reaction product. The product is: [CH2:1]([C:5]1[N:9]2[CH:10]=[CH:11][CH:12]=[CH:13][C:8]2=[C:7]([C:14]([OH:19])=[O:20])[N:6]=1)[CH2:2][CH2:3][CH3:4].